From a dataset of Full USPTO retrosynthesis dataset with 1.9M reactions from patents (1976-2016). Predict the reactants needed to synthesize the given product. (1) Given the product [CH2:25]([O:27]/[N:28]=[C:29](/[C:31]1[CH:36]=[CH:35][CH:34]=[C:33]([O:37][C:38]2[CH:43]=[CH:42][C:41]([NH:44][C:22]3[C:23]4[N:15]([CH2:14][CH2:13][O:12][CH2:11][CH2:10][OH:9])[CH:16]=[CH:17][C:18]=4[N:19]=[CH:20][N:21]=3)=[CH:40][C:39]=2[Cl:45])[CH:32]=1)\[CH3:30])[CH3:26], predict the reactants needed to synthesize it. The reactants are: C([O:9][CH2:10][CH2:11][O:12][CH2:13][CH2:14][N:15]1[C:23]2[C:22](Cl)=[N:21][CH:20]=[N:19][C:18]=2[CH:17]=[CH:16]1)(=O)C1C=CC=CC=1.[CH2:25]([O:27]/[N:28]=[C:29](/[C:31]1[CH:36]=[CH:35][CH:34]=[C:33]([O:37][C:38]2[CH:43]=[CH:42][C:41]([NH2:44])=[CH:40][C:39]=2[Cl:45])[CH:32]=1)\[CH3:30])[CH3:26].C(=O)([O-])O.[Na+]. (2) Given the product [CH3:1][C:2]1[N:3]=[CH:4][C:5]([CH2:6][OH:7])=[CH:10][CH:11]=1, predict the reactants needed to synthesize it. The reactants are: [CH3:1][C:2]1[CH:11]=[CH:10][C:5]([C:6](OC)=[O:7])=[CH:4][N:3]=1.[H-].[H-].[H-].[H-].[Li+].[Al+3].O.S([O-])([O-])(=O)=O.[Mg+2]. (3) Given the product [CH3:37][S:33]([CH2:1][C:2]([CH3:27])([CH3:30])[CH2:3][NH:4][C:5]([C:7]1[C:15]2[C:10](=[N:11][CH:12]=[C:13]([CH:16]3[CH2:17][CH2:18]3)[N:14]=2)[N:9]([CH2:19][O:20][CH2:21][CH2:22][Si:23]([CH3:26])([CH3:25])[CH3:24])[CH:8]=1)=[O:6])(=[O:35])=[O:32], predict the reactants needed to synthesize it. The reactants are: [CH3:1][C:2]([CH3:30])([CH2:27]SC)[CH2:3][NH:4][C:5]([C:7]1[C:15]2[C:10](=[N:11][CH:12]=[C:13]([CH:16]3[CH2:18][CH2:17]3)[N:14]=2)[N:9]([CH2:19][O:20][CH2:21][CH2:22][Si:23]([CH3:26])([CH3:25])[CH3:24])[CH:8]=1)=[O:6].O[O:32][S:33]([O-:35])=O.[K+].[C:37](OCC)(=O)C. (4) Given the product [N+:8]([C:7]1[C:2]([NH:29][CH:26]2[CH2:25][CH2:24][N:23]([C:21]([O:20][C:16]([CH3:19])([CH3:18])[CH3:17])=[O:22])[CH2:28][CH2:27]2)=[N:3][CH:4]=[CH:5][CH:6]=1)([O-:10])=[O:9], predict the reactants needed to synthesize it. The reactants are: Cl[C:2]1[C:7]([N+:8]([O-:10])=[O:9])=[CH:6][CH:5]=[CH:4][N:3]=1.CN(C)C=O.[C:16]([O:20][C:21]([N:23]1[CH2:28][CH2:27][CH:26]([NH2:29])[CH2:25][CH2:24]1)=[O:22])([CH3:19])([CH3:18])[CH3:17].C(=O)([O-])[O-].[Na+].[Na+].